This data is from Forward reaction prediction with 1.9M reactions from USPTO patents (1976-2016). The task is: Predict the product of the given reaction. (1) Given the reactants C(O)(C(F)(F)F)=O.[CH3:8][C:9]1([CH3:25])[O:14][C:13]2[CH:15]=[C:16](/[CH:19]=[CH:20]/[C:21]([OH:23])=O)[CH:17]=[N:18][C:12]=2[NH:11][C:10]1=[O:24].[CH3:26][NH:27][C@@H:28]([C:30]1[O:31][C:32]2[CH:40]=[CH:39][CH:38]=[CH:37][C:33]=2[C:34]=1[CH2:35][CH3:36])[CH3:29].CCN=C=NCCCN(C)C.C1C=CC2N(O)N=NC=2C=1.CCN(C(C)C)C(C)C, predict the reaction product. The product is: [CH3:25][C:9]1([CH3:8])[O:14][C:13]2[CH:15]=[C:16](/[CH:19]=[CH:20]/[C:21]([N:27]([C@@H:28]([C:30]3[O:31][C:32]4[CH:40]=[CH:39][CH:38]=[CH:37][C:33]=4[C:34]=3[CH2:35][CH3:36])[CH3:29])[CH3:26])=[O:23])[CH:17]=[N:18][C:12]=2[NH:11][C:10]1=[O:24]. (2) Given the reactants Cl.[C:2]([C@H:4]1[CH2:8][CH2:7][CH2:6][N:5]1C(OC(C)(C)C)=O)#[CH:3].[CH2:16](Cl)[Cl:17].CO, predict the reaction product. The product is: [Cl-:17].[C:2]([CH:4]1[CH2:8][CH2:7][CH2:6][NH2+:5]1)#[C:3][CH3:16]. (3) The product is: [NH2:1][C:2]1[N:10]=[CH:9][N:8]=[C:7]2[C:3]=1[N:4]=[CH:5][N:6]2[C@H:11]1[CH:15]2[C@H:14]([O:18][C:17]([CH3:19])([CH3:20])[O:16]2)[C@@H:13]([CH2:21][N:22]([CH3:27])[CH2:23][CH2:24][CH2:25][NH:26][C:36]([NH:35][C:33]2[CH:32]=[CH:31][C:30]([CH3:38])=[C:29]([Cl:28])[CH:34]=2)=[O:37])[O:12]1. Given the reactants [NH2:1][C:2]1[N:10]=[CH:9][N:8]=[C:7]2[C:3]=1[N:4]=[CH:5][N:6]2[C@H:11]1[C@@H:15]2[O:16][C:17]([CH3:20])([CH3:19])[O:18][C@@H:14]2[C@@H:13]([CH2:21][N:22]([CH3:27])[CH2:23][CH2:24][CH2:25][NH2:26])[O:12]1.[Cl:28][C:29]1[CH:34]=[C:33]([N:35]=[C:36]=[O:37])[CH:32]=[CH:31][C:30]=1[CH3:38], predict the reaction product. (4) Given the reactants S(OC)(O[CH3:5])(=O)=O.[OH:8][C:9]1[C:18]2[C:13](=[CH:14][CH:15]=[C:16]([NH:19][C:20](=[O:22])[CH3:21])[CH:17]=2)[N:12]=[C:11]([CH3:23])[CH:10]=1, predict the reaction product. The product is: [CH3:5][O:8][C:9]1[C:18]2[C:13](=[CH:14][CH:15]=[C:16]([NH:19][C:20](=[O:22])[CH3:21])[CH:17]=2)[N:12]=[C:11]([CH3:23])[CH:10]=1.